The task is: Predict the reaction yield, written as a fraction of the theoretical maximum amount of product (1.0 means a 100% yield; for example, 0.34 means a 34% yield).. This data is from Reaction yield outcomes from USPTO patents with 853,638 reactions. The yield is 0.190. The product is [CH:1]1([S:4]([C:7]2[CH:12]=[CH:11][C:10]([CH:13]([C:21]3[NH:25][C:24]([C:39]4[N:38]=[CH:58][C:57]([C:44]([OH:65])([CH3:43])[CH3:45])=[CH:56][CH:61]=4)=[CH:23][CH:22]=3)[CH2:14][CH:15]3[CH2:16][CH2:17][O:18][CH2:19][CH2:20]3)=[CH:9][CH:8]=2)(=[O:6])=[O:5])[CH2:3][CH2:2]1. The catalyst is O.C(N(CC)CC)C. The reactants are [CH:1]1([S:4]([C:7]2[CH:12]=[CH:11][C:10]([CH:13]([C:21]3[NH:25][C:24](C4N=CC(C(O)=O)=CC=4)=[CH:23][CH:22]=3)[CH2:14][CH:15]3[CH2:20][CH2:19][O:18][CH2:17][CH2:16]3)=[CH:9][CH:8]=2)(=[O:6])=[O:5])[CH2:3][CH2:2]1.Cl.CO[NH:38][CH3:39].Cl.CN(C)[CH2:43][CH2:44][CH2:45]N=C=NCC.ON1[C:57]2[CH:58]=CC=[CH:61][C:56]=2N=N1.CN(C)C=[O:65].